This data is from TCR-epitope binding with 47,182 pairs between 192 epitopes and 23,139 TCRs. The task is: Binary Classification. Given a T-cell receptor sequence (or CDR3 region) and an epitope sequence, predict whether binding occurs between them. (1) The epitope is YLNTLTLAV. The TCR CDR3 sequence is CASSLTANYGYTF. Result: 1 (the TCR binds to the epitope). (2) The epitope is KLWAQCVQL. The TCR CDR3 sequence is CASSYYSGRTYNEQFF. Result: 1 (the TCR binds to the epitope). (3) The epitope is TAFTIPSI. The TCR CDR3 sequence is CASSSNPIVPQETQYF. Result: 1 (the TCR binds to the epitope).